Task: Predict which catalyst facilitates the given reaction.. Dataset: Catalyst prediction with 721,799 reactions and 888 catalyst types from USPTO (1) The catalyst class is: 196. Product: [C:1]([C:5]1[CH:6]=[CH:7][C:8]([CH2:9][N:10]2[C:14](=[O:15])[N:13]([CH2:16][CH3:17])[C:12]([CH2:18][CH2:19][CH2:20][C:21]3[CH:22]=[CH:23][C:24]([C:27]4[CH:32]=[CH:31][C:30]([O:33][CH2:34][CH3:35])=[C:29]([C:36]5([C:39]([OH:45])=[O:43])[CH2:37][CH2:38]5)[CH:28]=4)=[CH:25][CH:26]=3)=[N:11]2)=[CH:41][CH:42]=1)([CH3:3])([CH3:4])[CH3:2]. Reactant: [C:1]([C:5]1[CH:42]=[CH:41][C:8]([CH2:9][N:10]2[C:14](=[O:15])[N:13]([CH2:16][CH3:17])[C:12]([CH2:18][CH2:19][CH2:20][C:21]3[CH:26]=[CH:25][C:24]([C:27]4[CH:32]=[CH:31][C:30]([O:33][CH2:34][CH3:35])=[C:29]([C:36]5([C:39]#N)[CH2:38][CH2:37]5)[CH:28]=4)=[CH:23][CH:22]=3)=[N:11]2)=[CH:7][CH:6]=1)([CH3:4])([CH3:3])[CH3:2].[OH-:43].[K+].[OH2:45]. (2) Product: [CH:2]([C:3]1([NH:9][C:10](=[O:20])[CH2:11][C:12]2[CH:13]=[CH:14][C:15]([O:18][CH3:19])=[CH:16][CH:17]=2)[CH2:8][CH2:7][CH2:6][CH2:5][CH2:4]1)=[O:1]. Reactant: [OH:1][CH2:2][C:3]1([NH:9][C:10](=[O:20])[CH2:11][C:12]2[CH:17]=[CH:16][C:15]([O:18][CH3:19])=[CH:14][CH:13]=2)[CH2:8][CH2:7][CH2:6][CH2:5][CH2:4]1.O. The catalyst class is: 16. (3) Reactant: CO[C:3](=[O:23])[C:4]([NH:6][C:7]1[CH:8]=[CH:9][C:10]([N:13]2[CH2:18][CH2:17][CH:16]([C:19]([O:21][CH3:22])=[O:20])[CH2:15][CH2:14]2)=[N:11][CH:12]=1)=[O:5].O.[NH2:25][NH2:26]. Product: [NH:25]([C:3](=[O:23])[C:4]([NH:6][C:7]1[CH:8]=[CH:9][C:10]([N:13]2[CH2:14][CH2:15][CH:16]([C:19]([O:21][CH3:22])=[O:20])[CH2:17][CH2:18]2)=[N:11][CH:12]=1)=[O:5])[NH2:26]. The catalyst class is: 8.